Dataset: Forward reaction prediction with 1.9M reactions from USPTO patents (1976-2016). Task: Predict the product of the given reaction. Given the reactants Br[C:2]1[CH:3]=[N:4][N:5]2[CH:10]=[CH:9][C:8]([C:11]([N:13]([C:15]3[CH:20]=[CH:19][C:18]([C:21]#[N:22])=[CH:17][N:16]=3)[CH3:14])=[O:12])=[CH:7][C:6]=12.CC1(C)C(C)(C)OB([C:31]2[CH:36]=[CH:35][N:34]=[C:33]([NH2:37])[CH:32]=2)O1.[O-]P([O-])([O-])=O.[K+].[K+].[K+], predict the reaction product. The product is: [NH2:37][C:33]1[CH:32]=[C:31]([C:2]2[CH:3]=[N:4][N:5]3[CH:10]=[CH:9][C:8]([C:11]([N:13]([C:15]4[CH:20]=[CH:19][C:18]([C:21]#[N:22])=[CH:17][N:16]=4)[CH3:14])=[O:12])=[CH:7][C:6]=23)[CH:36]=[CH:35][N:34]=1.